From a dataset of Catalyst prediction with 721,799 reactions and 888 catalyst types from USPTO. Predict which catalyst facilitates the given reaction. (1) Reactant: [CH3:1][N:2]1[CH2:7][CH2:6][NH:5][CH2:4][CH2:3]1.C([O-])([O-])=O.[K+].[K+].[Cl:14][C:15]1[CH:20]=[CH:19][N:18]=[C:17]2[N:21]([S:40]([C:43]3[CH:48]=[CH:47][C:46]([CH3:49])=[CH:45][CH:44]=3)(=[O:42])=[O:41])[C:22]([C:24]3[C:28]4=[N:29][C:30]([O:35][CH3:36])=[C:31]([O:33][CH3:34])[CH:32]=[C:27]4[N:26]([CH2:37][CH2:38]I)[CH:25]=3)=[CH:23][C:16]=12. Product: [Cl:14][C:15]1[CH:20]=[CH:19][N:18]=[C:17]2[N:21]([S:40]([C:43]3[CH:48]=[CH:47][C:46]([CH3:49])=[CH:45][CH:44]=3)(=[O:42])=[O:41])[C:22]([C:24]3[C:28]4=[N:29][C:30]([O:35][CH3:36])=[C:31]([O:33][CH3:34])[CH:32]=[C:27]4[N:26]([CH2:37][CH2:38][N:5]4[CH2:6][CH2:7][N:2]([CH3:1])[CH2:3][CH2:4]4)[CH:25]=3)=[CH:23][C:16]=12. The catalyst class is: 23. (2) Reactant: [CH3:1][O:2][C:3]1[C:12]([CH3:13])=[CH:11][CH:10]=[CH:9][C:4]=1[C:5]([O:7]C)=[O:6].[OH-].[K+]. Product: [CH3:1][O:2][C:3]1[C:12]([CH3:13])=[CH:11][CH:10]=[CH:9][C:4]=1[C:5]([OH:7])=[O:6]. The catalyst class is: 24. (3) Reactant: [OH:1][S:2]([C:5]([F:8])([F:7])[F:6])(=[O:4])=[O:3].[NH2:9][C:10]1[C:18]2[C:17]3[CH:19]=[CH:20][CH:21]=[CH:22][C:16]=3[S:15][C:14]=2[CH:13]=[CH:12][CH:11]=1.[C:23](OC(=O)C)(=[O:25])[CH3:24]. Product: [OH:4][S:2]([C:5]([F:8])([F:7])[F:6])(=[O:3])=[O:1].[C:23]([NH:9][C:10]1[C:18]2[C:17]3[CH:19]=[CH:20][CH:21]=[CH:22][C:16]=3[S:15][C:14]=2[CH:13]=[CH:12][CH:11]=1)(=[O:25])[CH3:24]. The catalyst class is: 228. (4) Reactant: [O:1]=[C:2]1[CH2:7][CH:6]2[CH:8]([C:9]3[NH:17][C:16]4[C:15](=[O:18])[N:14]([CH2:19][CH2:20][CH3:21])[C:13](=[O:22])[N:12]([CH2:23][CH2:24][CH3:25])[C:11]=4[N:10]=3)[CH:3]1[CH2:4][CH2:5]2.[BH4-].[Na+]. Product: [OH:1][CH:2]1[CH2:7][CH:6]2[CH:8]([C:9]3[NH:17][C:16]4[C:15](=[O:18])[N:14]([CH2:19][CH2:20][CH3:21])[C:13](=[O:22])[N:12]([CH2:23][CH2:24][CH3:25])[C:11]=4[N:10]=3)[CH:3]1[CH2:4][CH2:5]2. The catalyst class is: 5. (5) The catalyst class is: 223. Product: [Cl:20][C:21]1[CH:27]=[C:26]([F:28])[CH:25]=[CH:24][C:22]=1[NH:23][C:16](=[O:15])/[CH:17]=[N:1]/[OH:2]. Reactant: [NH2:1][OH:2].Cl.S([O-])([O-])(=O)=O.[Na+].[Na+].ClC(Cl)(Cl)C([O:15][CH2:16][CH3:17])O.[Cl:20][C:21]1[CH:27]=[C:26]([F:28])[CH:25]=[CH:24][C:22]=1[NH2:23]. (6) Reactant: [O:1]=[C:2]([N:12]1[CH2:17][CH:16]=[C:15]([C:18]2[CH:23]=[CH:22][CH:21]=[C:20]([NH:24][C:25](=[O:36])[C:26]3[CH:31]=[CH:30][CH:29]=[C:28]([C:32]([F:35])([F:34])[F:33])[CH:27]=3)[CH:19]=2)[N:14]2[N:37]=[CH:38][CH:39]=[C:13]12)[CH2:3][NH:4]C(=O)OC(C)(C)C.Cl. Product: [NH2:4][CH2:3][C:2]([N:12]1[CH2:17][CH:16]=[C:15]([C:18]2[CH:19]=[C:20]([NH:24][C:25](=[O:36])[C:26]3[CH:31]=[CH:30][CH:29]=[C:28]([C:32]([F:34])([F:35])[F:33])[CH:27]=3)[CH:21]=[CH:22][CH:23]=2)[N:14]2[N:37]=[CH:38][CH:39]=[C:13]12)=[O:1]. The catalyst class is: 269. (7) Reactant: [CH3:1][O:2][C:3]1[CH:8]=[CH:7][C:6]([CH2:9][O:10][C:11]2[CH:16]=[CH:15][C:14]([CH:17]([C:22]#[C:23][CH3:24])[CH2:18][C:19](O)=[O:20])=[CH:13][CH:12]=2)=[CH:5][CH:4]=1.C(C1NC=CN=1)(C1NC=CN=1)=O.C1COCC1.[NH2:42][C:43]1[S:44][CH:45]=[CH:46][N:47]=1. Product: [S:44]1[CH:45]=[CH:46][N:47]=[C:43]1[NH:42][C:19](=[O:20])[CH2:18][CH:17]([C:14]1[CH:15]=[CH:16][C:11]([O:10][CH2:9][C:6]2[CH:5]=[CH:4][C:3]([O:2][CH3:1])=[CH:8][CH:7]=2)=[CH:12][CH:13]=1)[C:22]#[C:23][CH3:24]. The catalyst class is: 6. (8) The catalyst class is: 5. Product: [N:1]1([C:7]([C:9]2[C:13]3[CH2:14][NH:15][CH2:16][CH2:17][C:12]=3[O:11][N:10]=2)=[O:8])[CH2:6][CH2:5][CH2:4][CH2:3][CH2:2]1. Reactant: [N:1]1([C:7]([C:9]2[C:13]3[CH2:14][N:15](C(OC(C)(C)C)=O)[CH2:16][CH2:17][C:12]=3[O:11][N:10]=2)=[O:8])[CH2:6][CH2:5][CH2:4][CH2:3][CH2:2]1.Cl. (9) Reactant: Cl.[O:2]1[CH2:8][CH2:7][C:6]([NH2:9])=[N:5][CH2:4][CH2:3]1.C(=O)([O-])[O-].[K+].[K+].[N:16]1[CH:21]=[CH:20][C:19]([C:22](=O)[CH2:23][C:24](OCC)=[O:25])=[N:18][CH:17]=1. Product: [N:16]1[CH:21]=[CH:20][C:19]([C:22]2[N:9]=[C:6]3[CH2:7][CH2:8][O:2][CH2:3][CH2:4][N:5]3[C:24](=[O:25])[CH:23]=2)=[N:18][CH:17]=1. The catalyst class is: 8. (10) Reactant: [C:1]12([C:11](=O)/[CH:12]=[C:13]3/[C:14](=O)[C@:15]4([CH3:22])[C:19]([CH3:21])([CH3:20])[C@H:18]/3[CH2:17][CH2:16]4)[CH2:10][CH:5]3[CH2:6][CH:7]([CH2:9][CH:3]([CH2:4]3)[CH2:2]1)[CH2:8]2.O.[NH2:26][NH2:27].C1(C)C=CC(S(O)(=O)=O)=CC=1.C[O-].[Na+]. Product: [C:1]12([C:11]3[CH:12]=[C:13]4[C:14]([C@:15]5([CH3:22])[C:19]([CH3:21])([CH3:20])[C@H:18]4[CH2:17][CH2:16]5)=[N:27][N:26]=3)[CH2:10][CH:5]3[CH2:6][CH:7]([CH2:9][CH:3]([CH2:4]3)[CH2:2]1)[CH2:8]2. The catalyst class is: 11.